Dataset: Retrosynthesis with 50K atom-mapped reactions and 10 reaction types from USPTO. Task: Predict the reactants needed to synthesize the given product. (1) Given the product Brc1ccc2c(c1)c1c(n2Cc2ccccc2)CCCC1, predict the reactants needed to synthesize it. The reactants are: BrCc1ccccc1.Brc1ccc2[nH]c3c(c2c1)CCCC3. (2) Given the product NC(=O)c1ccc(Oc2ccc(CN3CCCC(CCc4ccccc4)C3)cc2)nc1, predict the reactants needed to synthesize it. The reactants are: NC(=O)c1ccc(Oc2ccc(C=O)cc2)nc1.c1ccc(CCC2CCCNC2)cc1.